Dataset: Full USPTO retrosynthesis dataset with 1.9M reactions from patents (1976-2016). Task: Predict the reactants needed to synthesize the given product. (1) Given the product [C:7]([O:25][C:24]([N:13]1[C:14]2([CH2:18][O:19][CH2:20][CH2:21][O:22][CH2:23]2)[C:15](=[O:17])[N:16]([CH2:10][C:5]([OH:4])=[O:1])[CH:11]([C:7]2[CH:8]=[CH:9][CH:10]=[C:5]([O:4][CH3:3])[CH:6]=2)[CH2:12]1)=[O:26])([CH3:11])([CH3:8])[CH3:6], predict the reactants needed to synthesize it. The reactants are: [OH-:1].[Na+].[CH3:3][O:4][C:5]1[CH:6]=[C:7]([CH:11]2[NH:16][C:15](=[O:17])[C:14]3([CH2:23][O:22][CH2:21][CH2:20][O:19][CH2:18]3)[N:13]([C:24]([O-:26])=[O:25])[CH2:12]2)[CH:8]=[CH:9][CH:10]=1. (2) Given the product [O:11]=[C:4]1[C:5]2[C:10](=[CH:9][CH:8]=[CH:7][CH:6]=2)[C:2](=[O:1])[N:3]1[CH2:12][CH2:13][C:14]([NH:17][C:18]1[CH:23]=[CH:22][CH:21]=[CH:20][CH:19]=1)=[O:16], predict the reactants needed to synthesize it. The reactants are: [O:1]=[C:2]1[C:10]2[C:5](=[CH:6][CH:7]=[CH:8][CH:9]=2)[C:4](=[O:11])[N:3]1[CH2:12][CH2:13][C:14]([OH:16])=O.[NH2:17][C:18]1[CH:23]=[CH:22][CH:21]=[CH:20][CH:19]=1.C(=O)([O-])[O-].[Na+].[Na+].Cl.